This data is from HIV replication inhibition screening data with 41,000+ compounds from the AIDS Antiviral Screen. The task is: Binary Classification. Given a drug SMILES string, predict its activity (active/inactive) in a high-throughput screening assay against a specified biological target. The molecule is COc1ccc2[nH]c3c(c2c1)C1CCC(C(C)(C)C)CC1C1C(=O)N(c2ccccc2)C(=O)C31. The result is 0 (inactive).